Dataset: Reaction yield outcomes from USPTO patents with 853,638 reactions. Task: Predict the reaction yield, written as a fraction of the theoretical maximum amount of product (1.0 means a 100% yield; for example, 0.34 means a 34% yield). (1) The reactants are [Cl:1][C:2]1[C:10]2[N:6]([C:7]([CH2:23][CH2:24][O:25]C)=[CH:8][C:9]=2[C:11]([NH:13][CH2:14][CH:15]2[CH2:20][CH2:19][C:18]([F:22])([F:21])[CH2:17][CH2:16]2)=[O:12])[CH:5]=[CH:4][CH:3]=1.Cl.N1C=CC=CC=1. The catalyst is CCOC(C)=O. The product is [Cl:1][C:2]1[C:10]2[N:6]([C:7]([CH2:23][CH2:24][OH:25])=[CH:8][C:9]=2[C:11]([NH:13][CH2:14][CH:15]2[CH2:16][CH2:17][C:18]([F:21])([F:22])[CH2:19][CH2:20]2)=[O:12])[CH:5]=[CH:4][CH:3]=1. The yield is 0.405. (2) The reactants are [Br:1][C:2]1[CH:3]=[C:4]2[C:11]3([C:15](=[O:16])[NH:14][C:13](=O)[NH:12]3)[CH2:10][CH:9]([C:18]3[CH:23]=[CH:22][CH:21]=[CH:20][C:19]=3[F:24])[O:8][C:5]2=[CH:6][CH:7]=1.COC1C=CC(P2(SP(C3C=CC(OC)=CC=3)(=S)S2)=[S:34])=CC=1. The catalyst is O1CCOCC1. The product is [Br:1][C:2]1[CH:3]=[C:4]2[C:11]3([C:15](=[O:16])[NH:14][C:13](=[S:34])[NH:12]3)[CH2:10][CH:9]([C:18]3[CH:23]=[CH:22][CH:21]=[CH:20][C:19]=3[F:24])[O:8][C:5]2=[CH:6][CH:7]=1. The yield is 0.670. (3) The reactants are [F:1][C:2]1[CH:3]=[C:4]([OH:9])[CH:5]=[C:6]([F:8])[CH:7]=1.[O:10]1[CH2:15][CH2:14][CH2:13][CH:12](O)[CH2:11]1.C1(P(C2C=CC=CC=2)C2C=CC=CC=2)C=CC=CC=1.CC(OC(/N=N/C(OC(C)C)=O)=O)C. The catalyst is C1COCC1. The product is [F:1][C:2]1[CH:3]=[C:4]([CH:5]=[C:6]([F:8])[CH:7]=1)[O:9][CH:12]1[CH2:13][CH2:14][CH2:15][O:10][CH2:11]1. The yield is 0.758. (4) The reactants are Cl[CH2:2][C:3](=[O:19])[C:4](=[CH:9][C:10]1[CH:15]=[CH:14][C:13]([CH3:16])=[C:12]([F:17])[C:11]=1[F:18])[C:5]([O:7][CH3:8])=[O:6].[S-2:20].[Na+].[Na+]. The catalyst is CO. The product is [F:18][C:11]1[C:12]([F:17])=[C:13]([CH3:16])[CH:14]=[CH:15][C:10]=1[CH:9]1[CH:4]([C:5]([O:7][CH3:8])=[O:6])[C:3](=[O:19])[CH2:2][S:20]1. The yield is 0.660. (5) The product is [CH3:34][N:35]1[CH:39]=[CH:38][N:37]=[C:36]1[CH:40]([NH:42][C:21]([C:20]1[C:14]2[C:15](=[N:16][CH:17]=[C:12]([C:6]3[C:5]4[C:9](=[CH:10][C:2]([Cl:1])=[CH:3][CH:4]=4)[N:8]([CH3:11])[N:7]=3)[N:13]=2)[N:18]([CH2:24][O:25][CH2:26][CH2:27][Si:28]([CH3:31])([CH3:30])[CH3:29])[CH:19]=1)=[O:23])[CH3:41]. The reactants are [Cl:1][C:2]1[CH:10]=[C:9]2[C:5]([C:6]([C:12]3[N:13]=[C:14]4[C:20]([C:21]([OH:23])=O)=[CH:19][N:18]([CH2:24][O:25][CH2:26][CH2:27][Si:28]([CH3:31])([CH3:30])[CH3:29])[C:15]4=[N:16][CH:17]=3)=[N:7][N:8]2[CH3:11])=[CH:4][CH:3]=1.Cl.Cl.[CH3:34][N:35]1[CH:39]=[CH:38][N:37]=[C:36]1[CH:40]([NH2:42])[CH3:41].CN(C(ON1N=NC2C=CC=CC1=2)=[N+](C)C)C.F[P-](F)(F)(F)(F)F.C1C=CC2N(O)N=NC=2C=1.CCN(C(C)C)C(C)C. The yield is 0.610. The catalyst is CCOC(C)=O.CN(C=O)C. (6) The reactants are [Br:1][C:2]1[N:7]=[C:6]([NH:8][CH2:9][C:10]2[C:11]([F:21])=[C:12]3[C:17](=[CH:18][C:19]=2[F:20])[N:16]=[CH:15][CH:14]=[CH:13]3)[C:5]([NH2:22])=[N:4][CH:3]=1.[N:23]([O-])=O.[Na+]. The catalyst is C(O)(=O)C.O. The product is [Br:1][C:2]1[N:7]=[C:6]2[N:8]([CH2:9][C:10]3[C:11]([F:21])=[C:12]4[C:17](=[CH:18][C:19]=3[F:20])[N:16]=[CH:15][CH:14]=[CH:13]4)[N:23]=[N:22][C:5]2=[N:4][CH:3]=1. The yield is 0.650. (7) The reactants are [CH3:1][N:2]1[CH:6]=[C:5]([C:7]2[CH:12]=[CH:11][CH:10]=[CH:9][CH:8]=2)[N:4]=[C:3]1[CH:13]1[CH2:15][CH:14]1[C:16](O)=O.CC1C=C(C)C=C(C)C=1S([O-])(=O)=O.[NH2:32][N:33]1[C:38]([CH3:39])=[CH:37][N:36]=[C:35]([CH3:40])[C:34]1=[NH2+:41].F[B-](F)(F)F.N1(OC(N(C)C)=[N+](C)C)C2C=CC=CC=2N=N1.C(N(CC)CC)C. The catalyst is CN(C=O)C. The product is [CH3:39][C:38]1[N:33]2[N:32]=[C:16]([CH:14]3[CH2:15][CH:13]3[C:3]3[N:2]([CH3:1])[CH:6]=[C:5]([C:7]4[CH:12]=[CH:11][CH:10]=[CH:9][CH:8]=4)[N:4]=3)[N:41]=[C:34]2[C:35]([CH3:40])=[N:36][CH:37]=1. The yield is 0.440. (8) The catalyst is CO.[Pd].Cl. The yield is 0.680. The product is [F:14][CH:15]([F:19])[C:16]1[NH:11][C:7]2[CH:8]=[CH:9][CH:10]=[C:4]([O:3][CH2:1][CH3:2])[C:5]=2[N:6]=1. The reactants are [CH2:1]([O:3][C:4]1[CH:10]=[CH:9][CH:8]=[C:7]([N+:11]([O-])=O)[C:5]=1[NH2:6])[CH3:2].[F:14][CH:15]([F:19])[C:16](O)=O.